Regression. Given two drug SMILES strings and cell line genomic features, predict the synergy score measuring deviation from expected non-interaction effect. From a dataset of NCI-60 drug combinations with 297,098 pairs across 59 cell lines. (1) Drug 1: CCN(CC)CCNC(=O)C1=C(NC(=C1C)C=C2C3=C(C=CC(=C3)F)NC2=O)C. Drug 2: CS(=O)(=O)OCCCCOS(=O)(=O)C. Cell line: HL-60(TB). Synergy scores: CSS=22.0, Synergy_ZIP=-3.61, Synergy_Bliss=8.29, Synergy_Loewe=0.597, Synergy_HSA=2.62. (2) Drug 1: C1=C(C(=O)NC(=O)N1)F. Drug 2: COC1=NC(=NC2=C1N=CN2C3C(C(C(O3)CO)O)O)N. Cell line: SW-620. Synergy scores: CSS=26.4, Synergy_ZIP=-1.84, Synergy_Bliss=-0.647, Synergy_Loewe=-9.99, Synergy_HSA=-1.15. (3) Drug 1: C1CC(=O)NC(=O)C1N2C(=O)C3=CC=CC=C3C2=O. Drug 2: CC(C)NC(=O)C1=CC=C(C=C1)CNNC.Cl. Cell line: PC-3. Synergy scores: CSS=-0.0335, Synergy_ZIP=-0.568, Synergy_Bliss=-1.37, Synergy_Loewe=-2.05, Synergy_HSA=-2.02. (4) Drug 1: CC1=C(C(CCC1)(C)C)C=CC(=CC=CC(=CC(=O)O)C)C. Drug 2: CC1C(C(CC(O1)OC2CC(CC3=C2C(=C4C(=C3O)C(=O)C5=CC=CC=C5C4=O)O)(C(=O)C)O)N)O. Cell line: SF-295. Synergy scores: CSS=40.6, Synergy_ZIP=0.942, Synergy_Bliss=1.65, Synergy_Loewe=-25.5, Synergy_HSA=3.20. (5) Drug 1: CC=C1C(=O)NC(C(=O)OC2CC(=O)NC(C(=O)NC(CSSCCC=C2)C(=O)N1)C(C)C)C(C)C. Drug 2: CCN(CC)CCNC(=O)C1=C(NC(=C1C)C=C2C3=C(C=CC(=C3)F)NC2=O)C. Cell line: T-47D. Synergy scores: CSS=55.5, Synergy_ZIP=4.31, Synergy_Bliss=6.27, Synergy_Loewe=-60.3, Synergy_HSA=3.71. (6) Drug 1: C1=C(C(=O)NC(=O)N1)N(CCCl)CCCl. Drug 2: CC1C(C(CC(O1)OC2CC(CC3=C2C(=C4C(=C3O)C(=O)C5=C(C4=O)C(=CC=C5)OC)O)(C(=O)CO)O)N)O.Cl. Cell line: MALME-3M. Synergy scores: CSS=63.3, Synergy_ZIP=-1.13, Synergy_Bliss=-4.01, Synergy_Loewe=-1.76, Synergy_HSA=-0.196. (7) Drug 1: C1CC(=O)NC(=O)C1N2CC3=C(C2=O)C=CC=C3N. Drug 2: CC1=C(C(=O)C2=C(C1=O)N3CC4C(C3(C2COC(=O)N)OC)N4)N. Cell line: MOLT-4. Synergy scores: CSS=18.0, Synergy_ZIP=-6.83, Synergy_Bliss=-23.5, Synergy_Loewe=-77.0, Synergy_HSA=-25.6. (8) Drug 2: C1C(C(OC1N2C=NC3=C(N=C(N=C32)Cl)N)CO)O. Synergy scores: CSS=-6.14, Synergy_ZIP=-0.367, Synergy_Bliss=-6.06, Synergy_Loewe=-8.12, Synergy_HSA=-7.05. Cell line: IGROV1. Drug 1: CC1=C(C=C(C=C1)NC2=NC=CC(=N2)N(C)C3=CC4=NN(C(=C4C=C3)C)C)S(=O)(=O)N.Cl.